From a dataset of Catalyst prediction with 721,799 reactions and 888 catalyst types from USPTO. Predict which catalyst facilitates the given reaction. (1) Reactant: [Cl:1][C:2]1[N:7]=[CH:6][C:5]([C:8]([O:10][CH2:11][CH3:12])=[O:9])=[C:4]([NH:13][CH3:14])[C:3]=1[N+:15]([O-])=O.C(O)C. Product: [NH2:15][C:3]1[C:4]([NH:13][CH3:14])=[C:5]([C:8]([O:10][CH2:11][CH3:12])=[O:9])[CH:6]=[N:7][C:2]=1[Cl:1]. The catalyst class is: 769. (2) Reactant: C([O:3][C:4](=[O:28])[CH2:5][NH:6][C:7]([C:9]1[C:14](=[O:15])[N:13]([C:16]2[CH:21]=[CH:20][CH:19]=[CH:18][CH:17]=2)[C:12]([OH:22])=[C:11]([C:23](OC)=[O:24])[C:10]=1[OH:27])=[O:8])C.[CH2:29]([NH2:33])[CH:30]([CH3:32])[CH3:31].Cl. Product: [OH:27][C:10]1[C:11]([C:23]([NH:33][CH2:29][CH:30]([CH3:32])[CH3:31])=[O:24])=[C:12]([OH:22])[N:13]([C:16]2[CH:17]=[CH:18][CH:19]=[CH:20][CH:21]=2)[C:14](=[O:15])[C:9]=1[C:7]([NH:6][CH2:5][C:4]([OH:3])=[O:28])=[O:8]. The catalyst class is: 22.